Dataset: Forward reaction prediction with 1.9M reactions from USPTO patents (1976-2016). Task: Predict the product of the given reaction. (1) Given the reactants I[C:2]1[CH:10]=[CH:9][C:5]([C:6]([OH:8])=[O:7])=[CH:4][CH:3]=1.[CH3:11][O:12][CH2:13][C:14]1[CH:19]=[CH:18][CH:17]=[CH:16][C:15]=1B(O)O.C(=O)([O-])[O-].[Na+].[Na+], predict the reaction product. The product is: [CH3:11][O:12][CH2:13][C:14]1[CH:19]=[CH:18][CH:17]=[CH:16][C:15]=1[C:2]1[CH:10]=[CH:9][C:5]([C:6]([OH:8])=[O:7])=[CH:4][CH:3]=1. (2) Given the reactants [CH3:1][C:2]1([CH3:29])[O:7][CH2:6][CH2:5][N:4]([C:8]([N:10]2[CH2:15][CH:14]([C:16]3[CH:21]=[CH:20][C:19]([C:22]([F:25])([F:24])[F:23])=[CH:18][CH:17]=3)[CH2:13][CH:12]([C:26](O)=[O:27])[CH2:11]2)=[O:9])[CH2:3]1.O[NH:31][C:32](=[NH:37])[CH2:33][CH2:34][O:35][CH3:36], predict the reaction product. The product is: [CH3:29][C:2]1([CH3:1])[O:7][CH2:6][CH2:5][N:4]([C:8]([N:10]2[CH2:15][CH:14]([C:16]3[CH:17]=[CH:18][C:19]([C:22]([F:25])([F:23])[F:24])=[CH:20][CH:21]=3)[CH2:13][CH:12]([C:26]3[O:27][N:37]=[C:32]([CH2:33][CH2:34][O:35][CH3:36])[N:31]=3)[CH2:11]2)=[O:9])[CH2:3]1. (3) The product is: [F:30][C:8]1[CH:7]=[C:6]([CH:11]=[CH:10][C:9]=1[C:12]1[S:13][C:14]2[C:19]([N:20]=1)=[CH:18][CH:17]=[C:16]([C:21]1([C:24]3[CH:29]=[CH:28][CH:27]=[CH:26][CH:25]=3)[CH2:23][CH2:22]1)[N:15]=2)[N:5]([CH3:3])[CH3:35]. Given the reactants FC(F)(F)[C:3]([NH:5][C:6]1[CH:11]=[CH:10][C:9]([C:12]2[S:13][C:14]3[C:19]([N:20]=2)=[CH:18][CH:17]=[C:16]([C:21]2([C:24]4[CH:29]=[CH:28][CH:27]=[CH:26][CH:25]=4)[CH2:23][CH2:22]2)[N:15]=3)=[C:8]([F:30])[CH:7]=1)=O.CI.[CH:35]([N-]C(C)C)(C)C.[Li+], predict the reaction product. (4) Given the reactants [CH3:1][C:2]1([CH3:14])[O:6][C:5](=[O:7])[NH:4][C@H:3]1[C:8]1[CH:13]=[CH:12][CH:11]=[CH:10][CH:9]=1.[I:15][C:16]1[CH:21]=[CH:20][C:19](I)=[CH:18][CH:17]=1.P([O-])([O-])([O-])=O.[K+].[K+].[K+].CNCCNC, predict the reaction product. The product is: [I:15][C:16]1[CH:21]=[CH:20][C:19]([N:4]2[C@@H:3]([C:8]3[CH:9]=[CH:10][CH:11]=[CH:12][CH:13]=3)[C:2]([CH3:14])([CH3:1])[O:6][C:5]2=[O:7])=[CH:18][CH:17]=1. (5) Given the reactants C[O:2][C:3](=O)[CH2:4][C:5]([NH:7][C:8]1[CH:13]=[CH:12][C:11]([O:14][CH2:15][C:16]2[CH:21]=[CH:20][C:19]([F:22])=[CH:18][C:17]=2[F:23])=[CH:10][CH:9]=1)=[O:6].[OH-].[NH4+:26], predict the reaction product. The product is: [F:23][C:17]1[CH:18]=[C:19]([F:22])[CH:20]=[CH:21][C:16]=1[CH2:15][O:14][C:11]1[CH:12]=[CH:13][C:8]([NH:7][C:5](=[O:6])[CH2:4][C:3]([NH2:26])=[O:2])=[CH:9][CH:10]=1. (6) Given the reactants [C:1]1([C:37]2[CH:42]=[CH:41][CH:40]=[CH:39][CH:38]=2)[CH:6]=[CH:5][C:4]([C:7]2[C:35]([Cl:36])=[CH:34][C:10]3[N:11](COCC[Si](C)(C)C)[C:12]([O:14][CH:15]4[CH2:20][CH2:19][CH:18]([C:21]([O:23]CC)=[O:22])[CH2:17][CH2:16]4)=[N:13][C:9]=3[CH:8]=2)=[CH:3][CH:2]=1.CCCC[N+](CCCC)(CCCC)CCCC.[F-], predict the reaction product. The product is: [C:1]1([C:37]2[CH:38]=[CH:39][CH:40]=[CH:41][CH:42]=2)[CH:2]=[CH:3][C:4]([C:7]2[C:35]([Cl:36])=[CH:34][C:10]3[NH:11][C:12]([O:14][CH:15]4[CH2:20][CH2:19][CH:18]([C:21]([OH:23])=[O:22])[CH2:17][CH2:16]4)=[N:13][C:9]=3[CH:8]=2)=[CH:5][CH:6]=1. (7) Given the reactants C(OC(=O)[NH:7][CH:8]([CH:11]([OH:21])[C:12]1[O:13][C:14]2[C:15]([N:20]=1)=[N:16][CH:17]=[CH:18][CH:19]=2)[CH2:9][CH3:10])(C)(C)C.[ClH:23].C(OCC)C, predict the reaction product. The product is: [ClH:23].[NH2:7][CH:8]([CH2:9][CH3:10])[CH:11]([C:12]1[O:13][C:14]2[C:15]([N:20]=1)=[N:16][CH:17]=[CH:18][CH:19]=2)[OH:21]. (8) Given the reactants Br[C:2]1[CH:3]=[CH:4][C:5]([C:8]([N:10]2[CH2:29][CH2:28][C:13]3[N:14]=[C:15]([NH:18][CH:19]4[CH2:27][C:26]5[C:21](=[CH:22][CH:23]=[CH:24][CH:25]=5)[CH2:20]4)[N:16]=[CH:17][C:12]=3[CH2:11]2)=[O:9])=[N:6][CH:7]=1.C(N(CC)CC)C.[CH3:37][Si:38]([C:41]#[CH:42])([CH3:40])[CH3:39], predict the reaction product. The product is: [CH2:20]1[C:21]2[C:26](=[CH:25][CH:24]=[CH:23][CH:22]=2)[CH2:27][CH:19]1[NH:18][C:15]1[N:16]=[CH:17][C:12]2[CH2:11][N:10]([C:8]([C:5]3[CH:4]=[CH:3][C:2]([C:42]#[C:41][Si:38]([CH3:40])([CH3:39])[CH3:37])=[CH:7][N:6]=3)=[O:9])[CH2:29][CH2:28][C:13]=2[N:14]=1.